From a dataset of Forward reaction prediction with 1.9M reactions from USPTO patents (1976-2016). Predict the product of the given reaction. (1) The product is: [C:1]1([CH2:7][O:8][C:9]2[CH:10]=[C:11]3[C:15](=[CH:16][CH:17]=2)[N:14]([CH2:35][C:36]([F:39])([F:38])[F:37])[C:13]([C:18]([O:20][CH2:21][CH3:22])=[O:19])=[CH:12]3)[CH:6]=[CH:5][CH:4]=[CH:3][CH:2]=1. Given the reactants [C:1]1([CH2:7][O:8][C:9]2[CH:10]=[C:11]3[C:15](=[CH:16][CH:17]=2)[NH:14][C:13]([C:18]([O:20][CH2:21][CH3:22])=[O:19])=[CH:12]3)[CH:6]=[CH:5][CH:4]=[CH:3][CH:2]=1.C([O-])([O-])=O.[Cs+].[Cs+].FC(F)(F)S(O[CH2:35][C:36]([F:39])([F:38])[F:37])(=O)=O, predict the reaction product. (2) Given the reactants [O:1]([C:8]1[CH:13]=[CH:12][C:11]([CH2:14][NH:15][C:16](=[O:25])[C:17]2[CH:22]=[CH:21][C:20]([CH3:23])=[N:19][C:18]=2Cl)=[CH:10][CH:9]=1)[C:2]1[CH:7]=[CH:6][CH:5]=[CH:4][CH:3]=1.[NH3:26], predict the reaction product. The product is: [O:1]([C:8]1[CH:13]=[CH:12][C:11]([CH2:14][NH:15][C:16](=[O:25])[C:17]2[CH:22]=[CH:21][C:20]([CH3:23])=[N:19][C:18]=2[NH2:26])=[CH:10][CH:9]=1)[C:2]1[CH:7]=[CH:6][CH:5]=[CH:4][CH:3]=1. (3) Given the reactants [CH:1]1([PH:7][CH:8]2[CH2:13][CH2:12][CH2:11][CH2:10][CH2:9]2)[CH2:6][CH2:5][CH2:4][CH2:3][CH2:2]1.[Cl:14]C(Cl)(Cl)C(OCC)=O, predict the reaction product. The product is: [CH:8]1([P:7]([CH:1]2[CH2:2][CH2:3][CH2:4][CH2:5][CH2:6]2)[Cl:14])[CH2:9][CH2:10][CH2:11][CH2:12][CH2:13]1. (4) Given the reactants C([Li])CCC.[N:6]1[CH:11]=[CH:10][C:9]([CH:12]=[O:13])=[CH:8][CH:7]=1.[C:14]1([O:22][CH3:23])[C:15](=[CH:18][CH:19]=[CH:20][CH:21]=1)[O:16][CH3:17], predict the reaction product. The product is: [OH:13][CH:12]([C:9]1[CH:10]=[CH:11][N:6]=[CH:7][CH:8]=1)[C:21]1[CH:20]=[CH:19][CH:18]=[C:15]([O:16][CH3:17])[C:14]=1[O:22][CH3:23]. (5) Given the reactants C([Li])CCC.Br[C:7]1[CH:8]=[CH:9][CH:10]=[C:11]2[C:16]=1[CH2:15][N:14]([CH3:17])[CH2:13][CH2:12]2.[S:18](=[O:20])=[O:19].[Cl:21]NC(=O)CCC(N)=O, predict the reaction product. The product is: [CH3:17][N:14]1[CH2:13][CH2:12][C:11]2[C:16](=[C:7]([S:18]([Cl:21])(=[O:20])=[O:19])[CH:8]=[CH:9][CH:10]=2)[CH2:15]1. (6) Given the reactants [C:1]([C:4]1[C:29](=[O:30])[C@@:8]2([CH3:31])[C:9]3[C:15]([OH:16])=[CH:14][C:13]([O:17][CH3:18])=[C:12]([C:19]([O:21][CH2:22][C:23]4[CH:28]=[CH:27][CH:26]=[CH:25][CH:24]=4)=[O:20])[C:10]=3[O:11][C:7]2=[CH:6][C:5]=1[OH:32])(=[O:3])[CH3:2].[H-].[Na+].[CH3:35]I.Cl, predict the reaction product. The product is: [C:1]([C:4]1[C:29](=[O:30])[C@@:8]2([CH3:31])[C:9]3[C:15]([O:16][CH3:35])=[CH:14][C:13]([O:17][CH3:18])=[C:12]([C:19]([O:21][CH2:22][C:23]4[CH:24]=[CH:25][CH:26]=[CH:27][CH:28]=4)=[O:20])[C:10]=3[O:11][C:7]2=[CH:6][C:5]=1[OH:32])(=[O:3])[CH3:2]. (7) Given the reactants C(OC([N:8]1[CH2:14][C:13]2[CH:15]=[CH:16][CH:17]=[CH:18][C:12]=2[N:11]([CH2:19][C:20]([O:22][CH2:23][CH3:24])=[O:21])[C:10](=[O:25])[CH2:9]1)=O)(C)(C)C.[F:26][C:27]([F:32])([F:31])[C:28]([OH:30])=[O:29], predict the reaction product. The product is: [F:26][C:27]([F:32])([F:31])[C:28]([OH:30])=[O:29].[CH2:23]([O:22][C:20](=[O:21])[CH2:19][N:11]1[C:12]2[CH:18]=[CH:17][CH:16]=[CH:15][C:13]=2[CH2:14][NH:8][CH2:9][C:10]1=[O:25])[CH3:24]. (8) Given the reactants [Cl:1][C:2]1[CH:3]=[C:4]([C:10]2([C:27]([F:30])([F:29])[F:28])[CH2:14][C:13]([C:15]3[CH:22]=[CH:21]C(C#N)=[C:17]([C:23]([F:26])([F:25])[F:24])[CH:16]=3)=[N:12][CH2:11]2)[CH:5]=[C:6]([Cl:9])[C:7]=1[Cl:8].O.[CH3:32][C:33]([OH:35])=[O:34], predict the reaction product. The product is: [Cl:1][C:2]1[CH:3]=[C:4]([C:10]2([C:27]([F:28])([F:30])[F:29])[CH2:14][C:13]([C:15]3[CH:22]=[CH:21][C:32]([C:33]([OH:35])=[O:34])=[C:17]([C:23]([F:24])([F:25])[F:26])[CH:16]=3)=[N:12][CH2:11]2)[CH:5]=[C:6]([Cl:9])[C:7]=1[Cl:8]. (9) Given the reactants I[C:2]1[CH:3]=[C:4]2[C:9](=[CH:10][CH:11]=1)[N:8]=[C:7]([N:12]1[CH2:17][CH2:16][CH:15]([CH3:18])[CH2:14][CH2:13]1)[CH:6]=[C:5]2[CH3:19].[Cl:20][C:21]1[CH:26]=[CH:25][C:24]([C:27]2[CH:28]=[CH:29][C:30]([C:33]#[CH:34])=[N:31][CH:32]=2)=[CH:23][CH:22]=1.N1CCCCC1.CCOC(C)=O, predict the reaction product. The product is: [Cl:20][C:21]1[CH:22]=[CH:23][C:24]([C:27]2[CH:28]=[CH:29][C:30]([C:33]#[C:34][C:2]3[CH:3]=[C:4]4[C:9](=[CH:10][CH:11]=3)[N:8]=[C:7]([N:12]3[CH2:17][CH2:16][CH:15]([CH3:18])[CH2:14][CH2:13]3)[CH:6]=[C:5]4[CH3:19])=[N:31][CH:32]=2)=[CH:25][CH:26]=1.